Dataset: Full USPTO retrosynthesis dataset with 1.9M reactions from patents (1976-2016). Task: Predict the reactants needed to synthesize the given product. (1) The reactants are: [NH:1]1[C:10]2[C:5](=[CH:6][CH:7]=[CH:8][CH:9]=2)[CH2:4][CH2:3][CH2:2]1.C([O-])([O-])=O.[K+].[K+].C[CH2:18][O:19][C:20](Cl)=[O:21]. Given the product [N:1]1([C:20]([O:19][CH3:18])=[O:21])[C:10]2[C:5](=[CH:6][CH:7]=[CH:8][CH:9]=2)[CH2:4][CH2:3][CH2:2]1, predict the reactants needed to synthesize it. (2) The reactants are: [CH3:1][C:2](=[O:7])[CH2:3][C:4](=O)[CH3:5].CC1C=CC(S(OC[C:20]2[CH:25]=[CH:24][CH:23]=C[C:21]=2[S:26]([N:29]2[CH2:33][CH2:32][CH2:31][CH2:30]2)(=[O:28])=[O:27])(=O)=O)=CC=1.C(=O)([O-])[O-].[K+].[K+]. Given the product [N:29]1([S:26]([C:21]2[CH:20]=[CH:25][CH:24]=[CH:23][C:5]=2[CH2:4][CH2:3][C:2](=[O:7])[CH3:1])(=[O:28])=[O:27])[CH2:30][CH2:31][CH2:32][CH2:33]1, predict the reactants needed to synthesize it. (3) Given the product [OH:6][CH:7]1[CH2:8][CH2:9][C:10]2([C:14](=[O:15])[N:13]([C:16]3[C:17]([CH3:33])=[N:18][C:19]([N:22]4[CH2:26][CH2:25][C@@H:24]([N:27]5[CH2:31][CH2:30][CH2:29][C@@H:28]5[CH3:32])[CH2:23]4)=[CH:20][CH:21]=3)[CH2:12][CH2:11]2)[CH2:34][CH2:35]1, predict the reactants needed to synthesize it. The reactants are: C([Si](C1C=CC=CC=1)(C1C=CC=CC=1)[O:6][CH:7]1[CH2:35][CH2:34][C:10]2([C:14](=[O:15])[N:13]([C:16]3[C:17]([CH3:33])=[N:18][C:19]([N:22]4[CH2:26][CH2:25][C@@H:24]([N:27]5[CH2:31][CH2:30][CH2:29][C@@H:28]5[CH3:32])[CH2:23]4)=[CH:20][CH:21]=3)[CH2:12][CH2:11]2)[CH2:9][CH2:8]1)(C)(C)C.[F-].C([N+](CCCC)(CCCC)CCCC)CCC.O. (4) The reactants are: [Br:1][C:2]1[CH:3]=[CH:4][C:5]([N:11]2[C:15]([CH3:16])=[CH:14][C:13]([C:17]([O:19][CH2:20][CH3:21])=[O:18])=[N:12]2)=[C:6]([CH:10]=1)[C:7]([OH:9])=O.[CH2:22]1[C:31]2[C:26](=[CH:27][CH:28]=[CH:29][CH:30]=2)[CH2:25][C@@H:24]([CH2:32][OH:33])[NH:23]1.CN(C(ON1N=NC2C=CC=NC1=2)=[N+](C)C)C.F[P-](F)(F)(F)(F)F.CCN(C(C)C)C(C)C. Given the product [Br:1][C:2]1[CH:3]=[CH:4][C:5]([N:11]2[C:15]([CH3:16])=[CH:14][C:13]([C:17]([O:19][CH2:20][CH3:21])=[O:18])=[N:12]2)=[C:6]([C:7]([N:23]2[C@H:24]([CH2:32][OH:33])[CH2:25][C:26]3[C:31](=[CH:30][CH:29]=[CH:28][CH:27]=3)[CH2:22]2)=[O:9])[CH:10]=1, predict the reactants needed to synthesize it. (5) Given the product [CH3:1][C:2]1[N:7]=[C:6]([C:8]([N:14]2[CH2:13][CH2:12][N:11]([C:17]([O:19][C:20]([CH3:23])([CH3:22])[CH3:21])=[O:18])[CH2:16][CH2:15]2)=[O:10])[CH:5]=[CH:4][CH:3]=1, predict the reactants needed to synthesize it. The reactants are: [CH3:1][C:2]1[N:7]=[C:6]([C:8]([OH:10])=O)[CH:5]=[CH:4][CH:3]=1.[N:11]1([C:17]([O:19][C:20]([CH3:23])([CH3:22])[CH3:21])=[O:18])[CH2:16][CH2:15][NH:14][CH2:13][CH2:12]1.C1C=CC2N(O)N=NC=2C=1.CCN=C=NCCCN(C)C. (6) The reactants are: [F:1][C:2]1[CH:3]=[C:4]([CH2:9][C@H:10]([NH:14][C:15](=[O:21])[O:16][C:17]([CH3:20])([CH3:19])[CH3:18])[C@H:11]2[CH2:13][O:12]2)[CH:5]=[C:6]([F:8])[CH:7]=1.[CH3:22][O:23][C:24]1[CH:25]=[C:26]([CH:29]=[CH:30][CH:31]=1)[CH2:27][NH2:28]. Given the product [F:1][C:2]1[CH:3]=[C:4]([CH:5]=[C:6]([F:8])[CH:7]=1)[CH2:9][C@H:10]([NH:14][C:15](=[O:21])[O:16][C:17]([CH3:20])([CH3:19])[CH3:18])[C@H:11]([OH:12])[CH2:13][NH:28][CH2:27][C:26]1[CH:29]=[CH:30][CH:31]=[C:24]([O:23][CH3:22])[CH:25]=1, predict the reactants needed to synthesize it. (7) Given the product [N:10]([CH2:6][C:5]1[CH:8]=[CH:9][C:2]([Br:1])=[CH:3][CH:4]=1)=[N+:11]=[N-:12], predict the reactants needed to synthesize it. The reactants are: [Br:1][C:2]1[CH:9]=[CH:8][C:5]([CH2:6]Br)=[CH:4][CH:3]=1.[N-:10]=[N+:11]=[N-:12].[Na+].